From a dataset of Catalyst prediction with 721,799 reactions and 888 catalyst types from USPTO. Predict which catalyst facilitates the given reaction. (1) The catalyst class is: 60. Product: [F:11][C:10]1[CH:9]=[C:8]([NH:12][S:13]([CH3:16])(=[O:15])=[O:14])[C:7]([CH3:17])=[CH:6][C:5]=1[C@H:3]([NH:2][C:33]([C@H:28]1[CH2:27][CH2:26][C:25]2[N:24]=[C:23]([C:20]([CH3:22])([CH3:21])[C:19]([F:37])([F:36])[F:18])[CH:32]=[CH:31][C:30]=2[CH2:29]1)=[O:34])[CH3:4]. Reactant: Cl.[NH2:2][C@@H:3]([C:5]1[C:10]([F:11])=[CH:9][C:8]([NH:12][S:13]([CH3:16])(=[O:15])=[O:14])=[C:7]([CH3:17])[CH:6]=1)[CH3:4].[F:18][C:19]([F:37])([F:36])[C:20]([C:23]1[CH:32]=[CH:31][C:30]2[CH2:29][C@@H:28]([C:33](O)=[O:34])[CH2:27][CH2:26][C:25]=2[N:24]=1)([CH3:22])[CH3:21].C(N(CC)C(C)C)(C)C.F[P-](F)(F)(F)(F)F.C[N+](C)=C(N(C)C)ON1C2N=CC=CC=2N=N1. (2) Reactant: [CH3:1][O:2][C:3]1[CH:11]=[CH:10][C:9]([S:12]([CH3:15])(=[O:14])=[O:13])=[CH:8][C:4]=1[C:5]([OH:7])=O.[N:16]1[CH:21]=[CH:20][CH:19]=[CH:18][C:17]=1[C:22]1[C:26]([NH2:27])=[CH:25][NH:24][N:23]=1.C(Cl)CCl.C1C=NC2N(O)N=NC=2C=1. Product: [CH3:15][S:12]([C:9]1[CH:10]=[CH:11][C:3]([O:2][CH3:1])=[C:4]([CH:8]=1)[C:5]([NH:27][C:26]1[C:22]([C:17]2[CH:18]=[CH:19][CH:20]=[CH:21][N:16]=2)=[N:23][NH:24][CH:25]=1)=[O:7])(=[O:14])=[O:13]. The catalyst class is: 31. (3) Reactant: [H-].[Na+].[Br:3][C:4]1[CH:5]=[CH:6][C:7]2[NH:8][C:9]3[C:14]([C:15]=2[CH:16]=1)=[CH:13][C:12]([O:17][CH3:18])=[CH:11][CH:10]=3.[O:19]1[CH2:21][CH:20]1[CH2:22][NH:23][C:24]1[CH:29]=[CH:28][CH:27]=[CH:26][CH:25]=1. Product: [Br:3][C:4]1[CH:5]=[CH:6][C:7]2[N:8]([CH2:21][CH:20]([OH:19])[CH2:22][NH:23][C:24]3[CH:29]=[CH:28][CH:27]=[CH:26][CH:25]=3)[C:9]3[C:14]([C:15]=2[CH:16]=1)=[CH:13][C:12]([O:17][CH3:18])=[CH:11][CH:10]=3. The catalyst class is: 1. (4) Reactant: [NH2:1][C:2]1[N:6]([C:7]2[CH:12]=[CH:11][CH:10]=[CH:9][CH:8]=2)[N:5]=[C:4]([O:13][CH3:14])[C:3]=1[C:15]#[N:16].C1N=CN([C:22](N2C=NC=C2)=[O:23])C=1.CCN(C(C)C)C(C)C.Cl.Cl.[F:40][C:41]1[CH:42]=[C:43]([C@@H:48]2[CH2:52][N:51]([CH2:53][CH2:54][O:55][CH3:56])[CH2:50][C@H:49]2[NH2:57])[CH:44]=[CH:45][C:46]=1[F:47]. Product: [C:15]([C:3]1[C:4]([O:13][CH3:14])=[N:5][N:6]([C:7]2[CH:12]=[CH:11][CH:10]=[CH:9][CH:8]=2)[C:2]=1[NH:1][C:22]([NH:57][C@H:49]1[C@H:48]([C:43]2[CH:44]=[CH:45][C:46]([F:47])=[C:41]([F:40])[CH:42]=2)[CH2:52][N:51]([CH2:53][CH2:54][O:55][CH3:56])[CH2:50]1)=[O:23])#[N:16]. The catalyst class is: 3. (5) Reactant: [Cl:1][C:2]1[CH:3]=[CH:4][C:5]([F:12])=[C:6]([CH:8]([OH:11])[CH2:9][CH3:10])[CH:7]=1.[Cr](Cl)([O-])(=O)=O.[NH+]1C=CC=CC=1. Product: [Cl:1][C:2]1[CH:3]=[CH:4][C:5]([F:12])=[C:6]([C:8](=[O:11])[CH2:9][CH3:10])[CH:7]=1. The catalyst class is: 2.